From a dataset of Forward reaction prediction with 1.9M reactions from USPTO patents (1976-2016). Predict the product of the given reaction. (1) Given the reactants C(OC([N:8]1[CH2:12][CH2:11][C@@H:10]([NH:13][C:14]2[C:15]3[S:29][CH:28]=[CH:27][C:16]=3[N:17]=[C:18]([C:20]3[CH:25]=[CH:24][N:23]=[C:22](Cl)[CH:21]=3)[N:19]=2)[CH2:9]1)=O)(C)(C)C.[C:30]1([NH:36][C:37]([NH2:39])=[O:38])[CH:35]=[CH:34][CH:33]=[CH:32][CH:31]=1.C1(P(C2CCCCC2)C2C=CC=CC=2C2C=CC=CC=2N(C)C)CCCCC1.C([O-])([O-])=O.[Cs+].[Cs+], predict the reaction product. The product is: [C:30]1([NH:36][C:37]([NH:39][C:22]2[CH:21]=[C:20]([C:18]3[N:19]=[C:14]([NH:13][C@@H:10]4[CH2:11][CH2:12][NH:8][CH2:9]4)[C:15]4[S:29][CH:28]=[CH:27][C:16]=4[N:17]=3)[CH:25]=[CH:24][N:23]=2)=[O:38])[CH:35]=[CH:34][CH:33]=[CH:32][CH:31]=1. (2) Given the reactants [CH3:1][O:2][C:3]1[CH:4]=[C:5]([CH:29]=[CH:30][CH:31]=1)[CH2:6][N:7]([CH3:28])[C:8](=[O:27])[CH:9]([C:17]1[CH:22]=[C:21]([O:23][CH3:24])[CH:20]=[C:19]([O:25][CH3:26])[CH:18]=1)[S:10][C:11]1[CH:16]=[CH:15][CH:14]=[CH:13][CH:12]=1.I([O-])(=O)(=O)=[O:33].[Na+].CO, predict the reaction product. The product is: [CH3:1][O:2][C:3]1[CH:4]=[C:5]([CH:29]=[CH:30][CH:31]=1)[CH2:6][N:7]([CH3:28])[C:8](=[O:27])[CH:9]([C:17]1[CH:22]=[C:21]([O:23][CH3:24])[CH:20]=[C:19]([O:25][CH3:26])[CH:18]=1)[S:10]([C:11]1[CH:12]=[CH:13][CH:14]=[CH:15][CH:16]=1)=[O:33]. (3) Given the reactants [C:1]([N:8]1[CH:12]=[CH:11]N=C1)([N:3]1[CH:7]=[CH:6]N=C1)=[O:2].NC1C=[CH:29][C:17]([O:18][C:19]2[CH:24]=[CH:23][N:22]=[C:21]([C:25]([NH:27][CH3:28])=[O:26])[CH:20]=2)=[CH:16][C:15]=1[F:31].[CH3:32][N:33]1[C:41]2[C:36](=CC(N)=[CH:39][CH:40]=2)[CH:35]=[N:34]1, predict the reaction product. The product is: [F:31][C:15]1[CH:16]=[C:17]([CH:29]=[CH:11][C:12]=1[NH:8][C:1]([NH:3][C:7]1[CH:6]=[C:36]2[C:41](=[CH:40][CH:39]=1)[N:33]([CH3:32])[N:34]=[CH:35]2)=[O:2])[O:18][C:19]1[CH:24]=[CH:23][N:22]=[C:21]([C:25]([NH:27][CH3:28])=[O:26])[CH:20]=1. (4) The product is: [CH2:50]([O:52][C:53]1[C:58]([C:59]2[CH:60]=[C:61]([NH:65][C:23]([C:18]3[C:19](=[O:22])[O:20][C:21]4[C:16]([CH:17]=3)=[CH:15][CH:14]=[CH:13][C:12]=4[O:11][CH3:10])=[O:25])[CH:62]=[CH:63][CH:64]=2)=[CH:57][CH:56]=[CH:55][N:54]=1)[CH3:51]. Given the reactants CCN(C(C)C)C(C)C.[CH3:10][O:11][C:12]1[CH:13]=[CH:14][CH:15]=[C:16]2[C:21]=1[O:20][C:19](=[O:22])[C:18]([C:23]([OH:25])=O)=[CH:17]2.CN(C(ON1N=NC2C=CC=NC1=2)=[N+](C)C)C.F[P-](F)(F)(F)(F)F.[CH2:50]([O:52][C:53]1[C:58]([C:59]2[CH:60]=[C:61]([NH2:65])[CH:62]=[CH:63][CH:64]=2)=[CH:57][CH:56]=[CH:55][N:54]=1)[CH3:51], predict the reaction product. (5) Given the reactants [Br:1][C:2]1[C:3]([CH3:15])=[CH:4][C:5]([C:8](O)(O)[C:9]([F:12])([F:11])[F:10])=[N:6][CH:7]=1.[CH3:16][O:17][C:18]1[CH:25]=[CH:24][C:21]([CH2:22][NH2:23])=[CH:20][CH:19]=1.C(O)(=O)C, predict the reaction product. The product is: [Br:1][C:2]1[C:3]([CH3:15])=[CH:4][C:5]([CH:8]([N:23]=[CH:22][C:21]2[CH:24]=[CH:25][C:18]([O:17][CH3:16])=[CH:19][CH:20]=2)[C:9]([F:12])([F:11])[F:10])=[N:6][CH:7]=1.